From a dataset of TCR-epitope binding with 47,182 pairs between 192 epitopes and 23,139 TCRs. Binary Classification. Given a T-cell receptor sequence (or CDR3 region) and an epitope sequence, predict whether binding occurs between them. The epitope is ATDALMTGY. The TCR CDR3 sequence is CASSPSGQLETQYF. Result: 1 (the TCR binds to the epitope).